Dataset: NCI-60 drug combinations with 297,098 pairs across 59 cell lines. Task: Regression. Given two drug SMILES strings and cell line genomic features, predict the synergy score measuring deviation from expected non-interaction effect. (1) Drug 1: CN(C)C1=NC(=NC(=N1)N(C)C)N(C)C. Drug 2: C1CNP(=O)(OC1)N(CCCl)CCCl. Cell line: UACC-257. Synergy scores: CSS=-3.07, Synergy_ZIP=1.60, Synergy_Bliss=2.05, Synergy_Loewe=-2.27, Synergy_HSA=-2.96. (2) Drug 1: CC1=C2C(C(=O)C3(C(CC4C(C3C(C(C2(C)C)(CC1OC(=O)C(C(C5=CC=CC=C5)NC(=O)OC(C)(C)C)O)O)OC(=O)C6=CC=CC=C6)(CO4)OC(=O)C)OC)C)OC. Drug 2: C1=CC=C(C(=C1)C(C2=CC=C(C=C2)Cl)C(Cl)Cl)Cl. Cell line: HOP-62. Synergy scores: CSS=42.7, Synergy_ZIP=6.56, Synergy_Bliss=8.29, Synergy_Loewe=-19.3, Synergy_HSA=8.32. (3) Drug 1: CCC(=C(C1=CC=CC=C1)C2=CC=C(C=C2)OCCN(C)C)C3=CC=CC=C3.C(C(=O)O)C(CC(=O)O)(C(=O)O)O. Drug 2: CN(CCCl)CCCl.Cl. Cell line: OVCAR-5. Synergy scores: CSS=19.2, Synergy_ZIP=-6.99, Synergy_Bliss=-4.32, Synergy_Loewe=-3.09, Synergy_HSA=0.196. (4) Drug 1: C1=NC2=C(N1)C(=S)N=C(N2)N. Drug 2: B(C(CC(C)C)NC(=O)C(CC1=CC=CC=C1)NC(=O)C2=NC=CN=C2)(O)O. Cell line: KM12. Synergy scores: CSS=36.9, Synergy_ZIP=-6.98, Synergy_Bliss=-5.18, Synergy_Loewe=-2.83, Synergy_HSA=-2.81. (5) Drug 1: COC1=C2C(=CC3=C1OC=C3)C=CC(=O)O2. Drug 2: C1C(C(OC1N2C=NC3=C2NC=NCC3O)CO)O. Cell line: U251. Synergy scores: CSS=-5.88, Synergy_ZIP=2.18, Synergy_Bliss=-2.07, Synergy_Loewe=-13.4, Synergy_HSA=-8.90. (6) Drug 1: CC1=CC=C(C=C1)C2=CC(=NN2C3=CC=C(C=C3)S(=O)(=O)N)C(F)(F)F. Drug 2: C1C(C(OC1N2C=NC(=NC2=O)N)CO)O. Cell line: TK-10. Synergy scores: CSS=2.14, Synergy_ZIP=3.55, Synergy_Bliss=3.60, Synergy_Loewe=1.02, Synergy_HSA=-1.02. (7) Drug 1: CC1C(C(=O)NC(C(=O)N2CCCC2C(=O)N(CC(=O)N(C(C(=O)O1)C(C)C)C)C)C(C)C)NC(=O)C3=C4C(=C(C=C3)C)OC5=C(C(=O)C(=C(C5=N4)C(=O)NC6C(OC(=O)C(N(C(=O)CN(C(=O)C7CCCN7C(=O)C(NC6=O)C(C)C)C)C)C(C)C)C)N)C. Drug 2: CC1=CC=C(C=C1)C2=CC(=NN2C3=CC=C(C=C3)S(=O)(=O)N)C(F)(F)F. Cell line: ACHN. Synergy scores: CSS=7.37, Synergy_ZIP=1.43, Synergy_Bliss=6.97, Synergy_Loewe=-19.6, Synergy_HSA=6.17. (8) Drug 1: CC(CN1CC(=O)NC(=O)C1)N2CC(=O)NC(=O)C2. Drug 2: CC1C(C(CC(O1)OC2CC(CC3=C2C(=C4C(=C3O)C(=O)C5=C(C4=O)C(=CC=C5)OC)O)(C(=O)CO)O)N)O.Cl. Cell line: PC-3. Synergy scores: CSS=46.9, Synergy_ZIP=-4.33, Synergy_Bliss=-2.19, Synergy_Loewe=-0.704, Synergy_HSA=1.15. (9) Drug 1: CC(C)(C#N)C1=CC(=CC(=C1)CN2C=NC=N2)C(C)(C)C#N. Drug 2: C1CN(P(=O)(OC1)NCCCl)CCCl. Cell line: HS 578T. Synergy scores: CSS=1.83, Synergy_ZIP=-1.97, Synergy_Bliss=-2.83, Synergy_Loewe=-4.64, Synergy_HSA=-4.34. (10) Drug 1: C1=NC2=C(N=C(N=C2N1C3C(C(C(O3)CO)O)O)F)N. Drug 2: C1C(C(OC1N2C=NC3=C2NC=NCC3O)CO)O. Cell line: COLO 205. Synergy scores: CSS=38.5, Synergy_ZIP=-0.537, Synergy_Bliss=-1.73, Synergy_Loewe=0.247, Synergy_HSA=-0.675.